This data is from Forward reaction prediction with 1.9M reactions from USPTO patents (1976-2016). The task is: Predict the product of the given reaction. (1) Given the reactants [F:1][C:2]([F:15])([F:14])[C:3]1[CH:4]=[CH:5][CH:6]=[C:7]2[C:11]=1[NH:10][C:9](=O)[C:8]2=O.B(F)(F)F.CCOCC.[BH4-].[Na+].Cl, predict the reaction product. The product is: [F:15][C:2]([F:1])([F:14])[C:3]1[CH:4]=[CH:5][CH:6]=[C:7]2[C:11]=1[NH:10][CH:9]=[CH:8]2. (2) Given the reactants Br[C:2]1[CH:7]=[CH:6][C:5]([N+:8]([O-])=O)=[CH:4][CH:3]=1.[CH2:11]([N:13]1[CH2:18][CH2:17][NH:16][CH2:15][CH2:14]1)[CH3:12], predict the reaction product. The product is: [CH2:11]([N:13]1[CH2:18][CH2:17][N:16]([C:2]2[CH:7]=[CH:6][C:5]([NH2:8])=[CH:4][CH:3]=2)[CH2:15][CH2:14]1)[CH3:12]. (3) Given the reactants [C:1]([C:5]1[CH:9]=[C:8]2[C:10]3[CH:11]=[CH:12][CH:13]=[CH:14][C:15]=3[CH:16]=[C:7]2[N:6]=1)([O:3][CH3:4])=[O:2].[CH3:17]I.O.[OH-].[Na+], predict the reaction product. The product is: [CH3:17][N:6]1[C:7]2=[CH:16][C:15]3[CH:14]=[CH:13][CH:12]=[CH:11][C:10]=3[C:8]2=[CH:9][CH:5]1[C:1]([O:3][CH3:4])=[O:2]. (4) Given the reactants [C:1]([O:5][C:6]([C:8]1[CH:27]=[CH:26][C:11]([CH2:12][CH:13]([C:20]([O:22][CH2:23][CH:24]=[CH2:25])=[O:21])[C:14]([O:16][CH2:17][CH:18]=[CH2:19])=[O:15])=[CH:10][CH:9]=1)=[O:7])([CH3:4])([CH3:3])[CH3:2].Br[CH2:29][CH2:30][C:31]1([CH2:34][C:35]([O:37][CH2:38][CH3:39])=[O:36])[CH2:33][CH2:32]1.C(=O)([O-])[O-].[Cs+].[Cs+], predict the reaction product. The product is: [C:1]([O:5][C:6]([C:8]1[CH:27]=[CH:26][C:11]([CH2:12][C:13]([CH2:29][CH2:30][C:31]2([CH2:34][C:35]([O:37][CH2:38][CH3:39])=[O:36])[CH2:33][CH2:32]2)([C:20]([O:22][CH2:23][CH:24]=[CH2:25])=[O:21])[C:14]([O:16][CH2:17][CH:18]=[CH2:19])=[O:15])=[CH:10][CH:9]=1)=[O:7])([CH3:2])([CH3:4])[CH3:3]. (5) Given the reactants C(OC([N:8]1[CH2:13][CH2:12][N:11]([C:14]2[N:19]=[C:18]([C:20]3[CH:25]=[CH:24][N:23]=[C:22]([NH:26][CH:27]4[CH2:32][CH2:31][CH2:30][CH2:29][CH2:28]4)[CH:21]=3)[CH:17]=[C:16]([C:33]3[O:34][CH:35]=[N:36][N:37]=3)[CH:15]=2)[CH2:10][CH2:9]1)=O)(C)(C)C.C(O)(C(F)(F)F)=O, predict the reaction product. The product is: [CH:27]1([NH:26][C:22]2[CH:21]=[C:20]([C:18]3[CH:17]=[C:16]([C:33]4[O:34][CH:35]=[N:36][N:37]=4)[CH:15]=[C:14]([N:11]4[CH2:12][CH2:13][NH:8][CH2:9][CH2:10]4)[N:19]=3)[CH:25]=[CH:24][N:23]=2)[CH2:28][CH2:29][CH2:30][CH2:31][CH2:32]1. (6) Given the reactants [Cl:1][C:2]1[C:3]2[N:4]([C:8]([CH:11]3[CH2:14][C:13]([CH3:16])([OH:15])[CH2:12]3)=[N:9][CH:10]=2)[CH:5]=[CH:6][N:7]=1.C1C(=O)N([I:24])C(=O)C1.CN(C=O)C, predict the reaction product. The product is: [Cl:1][C:2]1[C:3]2[N:4]([C:8]([CH:11]3[CH2:12][C:13]([CH3:16])([OH:15])[CH2:14]3)=[N:9][C:10]=2[I:24])[CH:5]=[CH:6][N:7]=1. (7) Given the reactants [N+:1]([C:4]1[CH:5]=[C:6]([CH:9]=[CH:10][CH:11]=1)[CH:7]=[O:8])([O-:3])=[O:2].[CH:12](O)([OH:14])[CH3:13], predict the reaction product. The product is: [N+:1]([C:4]1[CH:5]=[C:6]([CH:7]2[O:14][CH2:12][CH2:13][O:8]2)[CH:9]=[CH:10][CH:11]=1)([O-:3])=[O:2]. (8) Given the reactants [Cl:1][C:2]1[CH:3]=[C:4]([C:9]2[NH:10][C:11]3[C:16]([CH:17]=2)=[CH:15][CH:14]=[CH:13][CH:12]=3)[CH:5]=[CH:6][C:7]=1[F:8].[Cl-].[CH3:19][O:20][C:21]1[CH:22]=[C:23]([CH:28]=[CH:29][C:30]=1[O:31][CH3:32])[CH:24]=[N+:25]([CH3:27])[CH3:26].COC1C=C(C=CC=1OC)C=O.CNC, predict the reaction product. The product is: [Cl:1][C:2]1[CH:3]=[C:4]([C:9]2[NH:10][C:11]3[C:16]([C:17]=2[CH:24]([N:25]([CH3:27])[CH3:26])[C:23]2[CH:28]=[CH:29][C:30]([O:31][CH3:32])=[C:21]([O:20][CH3:19])[CH:22]=2)=[CH:15][CH:14]=[CH:13][CH:12]=3)[CH:5]=[CH:6][C:7]=1[F:8]. (9) Given the reactants [C:1]([C:4]1[C:22](=[O:23])[C@@:8]2([CH3:24])[C:9]3[C:15]([OH:16])=[CH:14][C:13]([O:17][CH3:18])=[C:12]([C:19]([NH2:21])=[O:20])[C:10]=3[O:11][C:7]2=[CH:6][C:5]=1[OH:25])(=[O:3])[CH3:2].[O:26]([C:33]1[C:42]2[C:37](=[CH:38][CH:39]=[CH:40][CH:41]=2)[C:36]([CH:43]=O)=[CH:35][CH:34]=1)[C:27]1[CH:32]=[CH:31][CH:30]=[CH:29][CH:28]=1.C([SiH](CC)CC)C.FC(F)(F)C(O)=O, predict the reaction product. The product is: [C:1]([C:4]1[C:22](=[O:23])[C@@:8]2([CH3:24])[C:9]3[C:15]([OH:16])=[CH:14][C:13]([O:17][CH3:18])=[C:12]([C:19]([NH:21][CH2:43][C:36]4[C:37]5[C:42](=[CH:41][CH:40]=[CH:39][CH:38]=5)[C:33]([O:26][C:27]5[CH:32]=[CH:31][CH:30]=[CH:29][CH:28]=5)=[CH:34][CH:35]=4)=[O:20])[C:10]=3[O:11][C:7]2=[CH:6][C:5]=1[OH:25])(=[O:3])[CH3:2]. (10) Given the reactants [NH2:1][C:2]1[N:7]([C:8]2[C:13]([F:14])=[CH:12][C:11]([OH:15])=[CH:10][C:9]=2[F:16])[C:6](=[O:17])[CH:5]=[CH:4][C:3]=1[C:18](=[O:27])[C:19]1[CH:24]=[CH:23][C:22]([F:25])=[CH:21][C:20]=1[F:26].Br[CH2:29][CH2:30][CH2:31][C@@:32]([CH3:56])([C:48]([O:50][CH:51]1[CH2:55][CH2:54][CH2:53][CH2:52]1)=[O:49])[N:33]([C:41]([O:43][C:44]([CH3:47])([CH3:46])[CH3:45])=[O:42])[C:34]([O:36][C:37]([CH3:40])([CH3:39])[CH3:38])=[O:35].C(=O)([O-])[O-].[K+].[K+].[I-].[Na+], predict the reaction product. The product is: [NH2:1][C:2]1[N:7]([C:8]2[C:9]([F:16])=[CH:10][C:11]([O:15][CH2:29][CH2:30][CH2:31][C@@:32]([CH3:56])([C:48]([O:50][CH:51]3[CH2:52][CH2:53][CH2:54][CH2:55]3)=[O:49])[N:33]([C:34]([O:36][C:37]([CH3:38])([CH3:39])[CH3:40])=[O:35])[C:41]([O:43][C:44]([CH3:45])([CH3:46])[CH3:47])=[O:42])=[CH:12][C:13]=2[F:14])[C:6](=[O:17])[CH:5]=[CH:4][C:3]=1[C:18](=[O:27])[C:19]1[CH:24]=[CH:23][C:22]([F:25])=[CH:21][C:20]=1[F:26].